From a dataset of Full USPTO retrosynthesis dataset with 1.9M reactions from patents (1976-2016). Predict the reactants needed to synthesize the given product. (1) Given the product [C:9]([O:13][C:14]1[CH:20]=[CH:19][CH:18]=[CH:17][C:15]=1[N:16]1[C@H:7]([C:2]2[CH:3]=[CH:4][CH:5]=[CH:6][N:1]=2)[C@@H:23]1[C:24]([O:26][C:27]([CH3:30])([CH3:29])[CH3:28])=[O:25])([CH3:12])([CH3:10])[CH3:11], predict the reactants needed to synthesize it. The reactants are: [N:1]1[CH:6]=[CH:5][CH:4]=[CH:3][C:2]=1[CH:7]=O.[C:9]([O:13][C:14]1[CH:20]=[CH:19][CH:18]=[CH:17][C:15]=1[NH2:16])([CH3:12])([CH3:11])[CH3:10].[N+](=[CH:23][C:24]([O:26][C:27]([CH3:30])([CH3:29])[CH3:28])=[O:25])=[N-]. (2) Given the product [Br:1][C:2]1[CH:7]=[CH:6][N:5]=[C:4]([C:8]([NH:17][C:16]2[CH:18]=[CH:19][C:13]([C:12]([F:11])([F:20])[F:21])=[CH:14][CH:15]=2)=[O:10])[CH:3]=1, predict the reactants needed to synthesize it. The reactants are: [Br:1][C:2]1[CH:7]=[CH:6][N:5]=[C:4]([C:8]([OH:10])=O)[CH:3]=1.[F:11][C:12]([F:21])([F:20])[C:13]1[CH:19]=[CH:18][C:16]([NH2:17])=[CH:15][CH:14]=1. (3) Given the product [CH3:1][O:2][C:3]1[CH:4]=[C:5]2[C:10](=[CH:11][C:12]=1[O:13][CH3:14])[C:9]([CH3:15])=[N:8][CH:7]=[CH:6]2, predict the reactants needed to synthesize it. The reactants are: [CH3:1][O:2][C:3]1[CH:4]=[C:5]2[C:10](=[CH:11][C:12]=1[O:13][CH3:14])[C:9]([CH3:15])=[N:8][CH2:7][CH2:6]2.C1C2C(=CC=CC=2)CCC1. (4) Given the product [OH:25][C@@H:20]1[CH2:21][CH2:22][CH2:23][CH2:24][C@H:19]1[NH:18][C:15]([C:5]1[CH:4]=[N:3][C:2]([Br:1])=[C:7]([C:8]2[CH:9]=[CH:10][C:11]([Cl:14])=[CH:12][CH:13]=2)[N:6]=1)=[O:17], predict the reactants needed to synthesize it. The reactants are: [Br:1][C:2]1[N:3]=[CH:4][C:5]([C:15]([OH:17])=O)=[N:6][C:7]=1[C:8]1[CH:13]=[CH:12][C:11]([Cl:14])=[CH:10][CH:9]=1.[NH2:18][C@@H:19]1[CH2:24][CH2:23][CH2:22][CH2:21][C@H:20]1[OH:25].